Dataset: Catalyst prediction with 721,799 reactions and 888 catalyst types from USPTO. Task: Predict which catalyst facilitates the given reaction. (1) Reactant: Cl[C:2]1[N:3]=[N:4][CH:5]=[C:6]([Cl:9])[C:7]=1Cl.CC1C=CC(S(O)(=O)=O)=CC=1.[Cl:21][C:22]1[C:27]([Cl:28])=[CH:26][CH:25]=[CH:24][C:23]=1[CH:29]1[CH2:34][CH2:33][NH:32][CH2:31][CH2:30]1.C(=O)([O-])[O-].[K+].[K+].[NH2:41][NH2:42]. Product: [Cl:9][C:6]1[C:7]([N:32]2[CH2:33][CH2:34][CH:29]([C:23]3[CH:24]=[CH:25][CH:26]=[C:27]([Cl:28])[C:22]=3[Cl:21])[CH2:30][CH2:31]2)=[CH:2][N:3]=[N:4][C:5]=1[NH:41][NH2:42]. The catalyst class is: 872. (2) Reactant: [C:1]1(=[O:11])[O:6][C:4](=[O:5])[CH:3]2[CH2:7][CH2:8][CH2:9][CH2:10][CH:2]12.[Al+3].[Cl-].[Cl-].[Cl-]. Product: [C:4]([CH:3]1[CH2:7][CH2:8][CH2:9][CH2:10][CH:2]1[C:1]([OH:6])=[O:11])(=[O:5])[C:2]1[CH:10]=[CH:9][CH:8]=[CH:7][CH:3]=1. The catalyst class is: 48. (3) Reactant: [F:1][C:2]([F:29])([F:28])[O:3][C:4]1[CH:5]=[C:6]([CH:25]=[CH:26][CH:27]=1)[O:7][C:8]1[C:9]([CH2:23]O)=[N:10][N:11]([C:13]2[CH:18]=[CH:17][C:16]([C:19]([F:22])([F:21])[F:20])=[CH:15][CH:14]=2)[N:12]=1.C(N(S(F)(F)[F:36])CC)C. Product: [F:36][CH2:23][C:9]1[C:8]([O:7][C:6]2[CH:25]=[CH:26][CH:27]=[C:4]([O:3][C:2]([F:28])([F:29])[F:1])[CH:5]=2)=[N:12][N:11]([C:13]2[CH:18]=[CH:17][C:16]([C:19]([F:21])([F:22])[F:20])=[CH:15][CH:14]=2)[N:10]=1. The catalyst class is: 503. (4) Reactant: [CH3:1][C:2]([CH3:7])([CH3:6])[CH2:3][CH:4]=O.[CH2:8]([NH2:11])[CH2:9][CH3:10].[S-:12][C:13]#[N:14].[K+].II.S(S([O-])=O)([O-])(=O)=O.[Na+].[Na+]. Product: [C:2]([C:3]1[S:12][C:13](=[NH:14])[N:11]([CH2:8][CH2:9][CH3:10])[CH:4]=1)([CH3:7])([CH3:6])[CH3:1]. The catalyst class is: 10. (5) Reactant: F[C:2]1[C:7]([C:8]2[C:17]3[CH2:16][CH2:15][CH2:14][CH2:13][C:12]=3[N:11]=[C:10]([O:18][CH2:19][C:20]3[CH:25]=[CH:24][CH:23]=[CH:22][N:21]=3)[CH:9]=2)=[CH:6][C:5]([CH3:26])=[CH:4][N:3]=1.[C-:27]#[N:28].[Na+].CS(C)=O.O. Product: [CH3:26][C:5]1[CH:6]=[C:7]([C:8]2[C:17]3[CH2:16][CH2:15][CH2:14][CH2:13][C:12]=3[N:11]=[C:10]([O:18][CH2:19][C:20]3[CH:25]=[CH:24][CH:23]=[CH:22][N:21]=3)[CH:9]=2)[C:2]([C:27]#[N:28])=[N:3][CH:4]=1. The catalyst class is: 28.